This data is from Full USPTO retrosynthesis dataset with 1.9M reactions from patents (1976-2016). The task is: Predict the reactants needed to synthesize the given product. Given the product [CH:11]1([C@@H:14]([NH:16][CH2:8][C:5]2[S:4][C:3]([N:2]([CH3:10])[CH3:1])=[N:7][CH:6]=2)[CH3:15])[CH2:13][CH2:12]1, predict the reactants needed to synthesize it. The reactants are: [CH3:1][N:2]([CH3:10])[C:3]1[S:4][C:5]([CH:8]=O)=[CH:6][N:7]=1.[CH:11]1([C@@H:14]([NH2:16])[CH3:15])[CH2:13][CH2:12]1.[BH4-].[Na+].